This data is from Catalyst prediction with 721,799 reactions and 888 catalyst types from USPTO. The task is: Predict which catalyst facilitates the given reaction. (1) The catalyst class is: 16. Reactant: [H-].[Na+].[I-].[CH3:4][S+](C)(C)=O.[F:9][C:10]1[C:18]2[C:14](=[CH:15][N:16]([CH3:19])[N:17]=2)[C:13](/[CH:20]=[CH:21]/[C:22]([O:24][CH2:25][CH3:26])=[O:23])=[CH:12][CH:11]=1.O. Product: [F:9][C:10]1[C:18]2[C:14](=[CH:15][N:16]([CH3:19])[N:17]=2)[C:13]([CH:20]2[CH2:4][CH:21]2[C:22]([O:24][CH2:25][CH3:26])=[O:23])=[CH:12][CH:11]=1. (2) Reactant: [NH2:1][C:2]1[CH:3]=[C:4]2[C:9](=[C:10]([Cl:12])[CH:11]=1)[N:8]=[CH:7][C:6]([C:13]#[N:14])=[C:5]2[NH:15][C:16]1[CH:21]=[CH:20][C:19]([F:22])=[C:18]([Cl:23])[CH:17]=1.[CH2:24]([C:26]1[NH:27][C:28]([CH3:33])=[C:29]([CH:31]=O)[N:30]=1)[CH3:25].[BH3-]C#N.[Na+]. Product: [Cl:12][C:10]1[CH:11]=[C:2]([NH:1][CH2:33][C:28]2[N:27]=[C:26]([CH2:24][CH3:25])[NH:30][C:29]=2[CH3:31])[CH:3]=[C:4]2[C:9]=1[N:8]=[CH:7][C:6]([C:13]#[N:14])=[C:5]2[NH:15][C:16]1[CH:21]=[CH:20][C:19]([F:22])=[C:18]([Cl:23])[CH:17]=1. The catalyst class is: 14. (3) Reactant: [F:1][C:2]1[C:10]([O:11][CH3:12])=[CH:9][C:8]([O:13][CH3:14])=[C:7]([F:15])[C:3]=1C(O)=O.C([N:18]([CH2:21]C)CC)C.[C:23]([OH:27])([CH3:26])([CH3:25])[CH3:24].C1(P(N=[N+]=[N-])(C2C=CC=CC=2)=[O:35])C=CC=CC=1. Product: [C:23]([O:27][C:21](=[O:35])[NH:18][C:3]1[C:7]([F:15])=[C:8]([O:13][CH3:14])[CH:9]=[C:10]([O:11][CH3:12])[C:2]=1[F:1])([CH3:26])([CH3:25])[CH3:24]. The catalyst class is: 11. (4) Product: [C:32]1(=[O:41])[C:33]2[C:38](=[CH:37][CH:36]=[CH:35][CH:34]=2)[C:39](=[O:40])[NH:31]1. Reactant: C(OC(=O)C)(=O)C.O=P12OP3(OP(OP(O3)(O1)=O)(=O)O2)=O.CS(O)(=O)=O.O=C(C)CC[N:31]1[C:39](=[O:40])[C:38]2[C:33](=[CH:34][CH:35]=[CH:36][CH:37]=2)[C:32]1=[O:41]. The catalyst class is: 25.